Dataset: Full USPTO retrosynthesis dataset with 1.9M reactions from patents (1976-2016). Task: Predict the reactants needed to synthesize the given product. Given the product [CH:18]1([N:12]2[CH2:11][C:10]3[C:14](=[CH:15][CH:16]=[C:8]([C:5]4[CH:4]=[N:3][C:2]5[N:7]([C:22]([C:25]6([C:28]7[CH:29]=[C:30]8[C:35](=[CH:36][CH:37]=7)[N:34]=[CH:33][CH:32]=[CH:31]8)[CH2:27][CH2:26]6)=[CH:23][N:1]=5)[CH:6]=4)[CH:9]=3)[C:13]2=[O:17])[CH2:20][CH2:19]1, predict the reactants needed to synthesize it. The reactants are: [NH2:1][C:2]1[N:7]=[CH:6][C:5]([C:8]2[CH:9]=[C:10]3[C:14](=[CH:15][CH:16]=2)[C:13](=[O:17])[N:12]([CH:18]2[CH2:20][CH2:19]2)[CH2:11]3)=[CH:4][N:3]=1.Cl[CH:22]([C:25]1([C:28]2[CH:29]=[C:30]3[C:35](=[CH:36][CH:37]=2)[N:34]=[CH:33][CH:32]=[CH:31]3)[CH2:27][CH2:26]1)[CH:23]=O.